From a dataset of NCI-60 drug combinations with 297,098 pairs across 59 cell lines. Regression. Given two drug SMILES strings and cell line genomic features, predict the synergy score measuring deviation from expected non-interaction effect. (1) Drug 1: CN(C)N=NC1=C(NC=N1)C(=O)N. Drug 2: CC1=C(N=C(N=C1N)C(CC(=O)N)NCC(C(=O)N)N)C(=O)NC(C(C2=CN=CN2)OC3C(C(C(C(O3)CO)O)O)OC4C(C(C(C(O4)CO)O)OC(=O)N)O)C(=O)NC(C)C(C(C)C(=O)NC(C(C)O)C(=O)NCCC5=NC(=CS5)C6=NC(=CS6)C(=O)NCCC[S+](C)C)O. Cell line: UACC62. Synergy scores: CSS=3.52, Synergy_ZIP=-1.18, Synergy_Bliss=-0.950, Synergy_Loewe=-10.2, Synergy_HSA=-2.61. (2) Drug 1: CCC(=C(C1=CC=CC=C1)C2=CC=C(C=C2)OCCN(C)C)C3=CC=CC=C3.C(C(=O)O)C(CC(=O)O)(C(=O)O)O. Drug 2: C1=NC2=C(N=C(N=C2N1C3C(C(C(O3)CO)O)F)Cl)N. Cell line: OVCAR-8. Synergy scores: CSS=25.9, Synergy_ZIP=1.72, Synergy_Bliss=4.24, Synergy_Loewe=-39.9, Synergy_HSA=2.61. (3) Drug 1: C1CC(=O)NC(=O)C1N2CC3=C(C2=O)C=CC=C3N. Drug 2: CC1=CC2C(CCC3(C2CCC3(C(=O)C)OC(=O)C)C)C4(C1=CC(=O)CC4)C. Cell line: SNB-19. Synergy scores: CSS=0.0520, Synergy_ZIP=3.13, Synergy_Bliss=3.21, Synergy_Loewe=-3.35, Synergy_HSA=-4.63. (4) Drug 1: C1=C(C(=O)NC(=O)N1)F. Drug 2: CS(=O)(=O)CCNCC1=CC=C(O1)C2=CC3=C(C=C2)N=CN=C3NC4=CC(=C(C=C4)OCC5=CC(=CC=C5)F)Cl. Cell line: HT29. Synergy scores: CSS=63.4, Synergy_ZIP=6.85, Synergy_Bliss=5.69, Synergy_Loewe=5.92, Synergy_HSA=8.66. (5) Drug 1: CC1OCC2C(O1)C(C(C(O2)OC3C4COC(=O)C4C(C5=CC6=C(C=C35)OCO6)C7=CC(=C(C(=C7)OC)O)OC)O)O. Drug 2: C(=O)(N)NO. Cell line: NCIH23. Synergy scores: CSS=48.6, Synergy_ZIP=-1.80, Synergy_Bliss=-1.47, Synergy_Loewe=-34.7, Synergy_HSA=-0.994. (6) Drug 1: C1=CN(C=N1)CC(O)(P(=O)(O)O)P(=O)(O)O. Drug 2: CC12CCC3C(C1CCC2OP(=O)(O)O)CCC4=C3C=CC(=C4)OC(=O)N(CCCl)CCCl.[Na+]. Cell line: SNB-19. Synergy scores: CSS=26.0, Synergy_ZIP=-0.352, Synergy_Bliss=4.61, Synergy_Loewe=2.94, Synergy_HSA=2.87. (7) Drug 1: CS(=O)(=O)C1=CC(=C(C=C1)C(=O)NC2=CC(=C(C=C2)Cl)C3=CC=CC=N3)Cl. Drug 2: C1=NNC2=C1C(=O)NC=N2. Cell line: SR. Synergy scores: CSS=15.7, Synergy_ZIP=-4.42, Synergy_Bliss=-2.29, Synergy_Loewe=-18.0, Synergy_HSA=-2.34.